From a dataset of Reaction yield outcomes from USPTO patents with 853,638 reactions. Predict the reaction yield, written as a fraction of the theoretical maximum amount of product (1.0 means a 100% yield; for example, 0.34 means a 34% yield). (1) The reactants are O.[OH-].[Li+].[CH3:4][C:5]([O:8][C:9]([NH:11][CH2:12][CH2:13][C@H:14]([NH:19][C:20]([C:22]1[C:31]([NH:32][C:33]([NH:35][C:36]2[C:41]([CH3:42])=[CH:40][C:39]([CH3:43])=[CH:38][C:37]=2[CH3:44])=[O:34])=[CH:30][C:29]2[C:24](=[CH:25][CH:26]=[CH:27][CH:28]=2)[CH:23]=1)=[O:21])[C:15]([O:17]C)=[O:16])=[O:10])([CH3:7])[CH3:6].O.Cl. The catalyst is O1CCOCC1. The product is [CH3:7][C:5]([O:8][C:9]([NH:11][CH2:12][CH2:13][C@H:14]([NH:19][C:20]([C:22]1[C:31]([NH:32][C:33]([NH:35][C:36]2[C:41]([CH3:42])=[CH:40][C:39]([CH3:43])=[CH:38][C:37]=2[CH3:44])=[O:34])=[CH:30][C:29]2[C:24](=[CH:25][CH:26]=[CH:27][CH:28]=2)[CH:23]=1)=[O:21])[C:15]([OH:17])=[O:16])=[O:10])([CH3:4])[CH3:6]. The yield is 0.300. (2) The product is [NH2:1][C:2]1[N:3]([CH3:24])[C:4](=[O:23])[C:5]2([C:15]3[C:10](=[CH:11][CH:12]=[C:13]([C:39]4[CH:40]=[N:41][CH:42]=[C:43]([CH:46]=4)[C:44]#[N:45])[CH:14]=3)[O:9][CH:8]([C:17]3[CH:18]=[CH:19][CH:20]=[CH:21][CH:22]=3)[CH2:7]2)[N:6]=1. The yield is 0.300. The catalyst is O1CCOCC1.C([O-])([O-])=O.[Cs+].[Cs+].Cl[Pd](Cl)([P](C1C=CC=CC=1)(C1C=CC=CC=1)C1C=CC=CC=1)[P](C1C=CC=CC=1)(C1C=CC=CC=1)C1C=CC=CC=1. The reactants are [NH2:1][C:2]1[N:3]([CH2:24]C2CCCCC2)[C:4](=[O:23])[C:5]2([C:15]3[C:10](=[CH:11][CH:12]=[C:13](Br)[CH:14]=3)[O:9][CH:8]([C:17]3[CH:22]=[CH:21][CH:20]=[CH:19][CH:18]=3)[CH2:7]2)[N:6]=1.CC1(C)C(C)(C)OB([C:39]2[CH:40]=[N:41][CH:42]=[C:43]([CH:46]=2)[C:44]#[N:45])O1.